Dataset: Catalyst prediction with 721,799 reactions and 888 catalyst types from USPTO. Task: Predict which catalyst facilitates the given reaction. (1) Reactant: [CH:1](=O)[C:2]1[C:3]([O:8][CH3:9])=[CH:4][CH:5]=[CH:6][CH:7]=1.[K].[CH2:12]([N:19]1[CH2:24][CH2:23][CH:22]([CH:25]=[O:26])[CH2:21][CH2:20]1)[C:13]1[CH:18]=[CH:17][CH:16]=[CH:15][CH:14]=1.O. Product: [CH2:12]([N:19]1[CH2:24][CH2:23][CH:22]([C:25](=[O:26])[CH2:1][C:2]2[CH:7]=[CH:6][CH:5]=[CH:4][C:3]=2[O:8][CH3:9])[CH2:21][CH2:20]1)[C:13]1[CH:18]=[CH:17][CH:16]=[CH:15][CH:14]=1. The catalyst class is: 125. (2) Reactant: C([O:3][C:4]([C:6]1[C:15](=[O:16])[C:14]2[C:9](=[N:10][C:11]([Cl:17])=[CH:12][CH:13]=2)[N:8]([CH:18]2[CH2:20][CH2:19]2)[CH:7]=1)=[O:5])C. Product: [Cl:17][C:11]1[N:10]=[C:9]2[C:14]([C:15](=[O:16])[C:6]([C:4]([OH:5])=[O:3])=[CH:7][N:8]2[CH:18]2[CH2:20][CH2:19]2)=[CH:13][CH:12]=1. The catalyst class is: 33. (3) Reactant: [CH:1]([C:4]1[CH:9]=[CH:8][CH:7]=[CH:6][CH:5]=1)([CH3:3])[CH3:2].[N:10]([O:12]C(C)(C)C)=[O:11].ON1C(=O)C2=CC=CC=C2C1=O.C(C1C=CC=CC=1)(C)=C.OC(C1C=CC=CC=1)(C)C. Product: [CH3:2][C:1]([C:4]1[CH:9]=[CH:8][CH:7]=[CH:6][CH:5]=1)([N+:10]([O-:12])=[O:11])[CH3:3]. The catalyst class is: 15. (4) Reactant: C(OC([N:8]1[C:16]2[C:11](=[N:12][CH:13]=[C:14]([CH2:17][C:18]3[CH:23]=[CH:22][CH:21]=[CH:20][CH:19]=3)[CH:15]=2)[C:10]([CH3:25])([CH3:24])[CH2:9]1)=O)(C)(C)C.Cl.O1CCOCC1.C(OCC)C. Product: [CH2:17]([C:14]1[CH:15]=[C:16]2[NH:8][CH2:9][C:10]([CH3:25])([CH3:24])[C:11]2=[N:12][CH:13]=1)[C:18]1[CH:19]=[CH:20][CH:21]=[CH:22][CH:23]=1. The catalyst class is: 100. (5) Reactant: [CH3:1][O:2][C:3]1[N:8]=[C:7]([CH3:9])[C:6]([C:10]2[C:11]3[CH:18]=[C:17]([CH2:19][O:20][C:21]4[CH:26]=[CH:25][C:24]([C@@H:27]([C:34]#[C:35][CH3:36])[CH2:28][C:29]([O:31]CC)=[O:30])=[CH:23][CH:22]=4)[CH:16]=[CH:15][C:12]=3[S:13][CH:14]=2)=[CH:5][CH:4]=1.[Li+].[OH-].Cl. Product: [CH3:1][O:2][C:3]1[N:8]=[C:7]([CH3:9])[C:6]([C:10]2[C:11]3[CH:18]=[C:17]([CH2:19][O:20][C:21]4[CH:22]=[CH:23][C:24]([C@@H:27]([C:34]#[C:35][CH3:36])[CH2:28][C:29]([OH:31])=[O:30])=[CH:25][CH:26]=4)[CH:16]=[CH:15][C:12]=3[S:13][CH:14]=2)=[CH:5][CH:4]=1. The catalyst class is: 14.